This data is from Forward reaction prediction with 1.9M reactions from USPTO patents (1976-2016). The task is: Predict the product of the given reaction. (1) Given the reactants [OH:1][C:2]1[CH:3]=[CH:4][C:5]2[N:6](C(=O)C)[C:7]3[C:12]([S:13][C:14]=2[CH:15]=1)=[CH:11][C:10]([N+:16]([O-:18])=[O:17])=[CH:9][CH:8]=3.Br[CH2:23]/[CH:24]=[CH:25]/[I:26].C(=O)([O-])[O-].[Na+].[Na+], predict the reaction product. The product is: [I:26]/[CH:25]=[CH:24]/[CH2:23][O:1][C:2]1[CH:3]=[CH:4][C:5]2[NH:6][C:7]3[C:12]([S:13][C:14]=2[CH:15]=1)=[CH:11][C:10]([N+:16]([O-:18])=[O:17])=[CH:9][CH:8]=3. (2) Given the reactants O[C:2]1[C:11]2[C:6](=[N:7][CH:8]=[CH:9][CH:10]=2)[N:5]([C:12]2[CH:17]=[CH:16][CH:15]=[C:14]([C:18]([F:21])([F:20])[F:19])[CH:13]=2)[C:4](=[O:22])[C:3]=1[C:23](=O)[CH2:24][C:25]1[CH:30]=[CH:29][CH:28]=[CH:27][C:26]=1[O:31][CH3:32].O.[NH2:35][NH2:36].C(=O)([O-])O.[Na+], predict the reaction product. The product is: [CH3:32][O:31][C:26]1[CH:27]=[CH:28][CH:29]=[CH:30][C:25]=1[CH2:24][C:23]1[C:3]2[C:4](=[O:22])[N:5]([C:12]3[CH:17]=[CH:16][CH:15]=[C:14]([C:18]([F:21])([F:19])[F:20])[CH:13]=3)[C:6]3[N:7]=[CH:8][CH:9]=[CH:10][C:11]=3[C:2]=2[NH:36][N:35]=1. (3) The product is: [C:9]([O:8][C:6](=[O:7])[NH:5][CH2:4][CH2:3][Br:2])([CH3:12])([CH3:11])[CH3:10]. Given the reactants Br.[Br:2][CH2:3][CH2:4][NH2:5].[C:6](O[C:6]([O:8][C:9]([CH3:12])([CH3:11])[CH3:10])=[O:7])([O:8][C:9]([CH3:12])([CH3:11])[CH3:10])=[O:7], predict the reaction product. (4) Given the reactants [C:1](Cl)(=O)[C:2]([Cl:4])=[O:3].[Cl:7][S:8]([C:11]1[S:15][CH:14]=C(C(O)=O)[CH:12]=1)(=[O:10])=[O:9].CN(C=O)C, predict the reaction product. The product is: [Cl:7][S:8]([C:11]1[S:15][CH:14]=[C:1]([C:2]([Cl:4])=[O:3])[CH:12]=1)(=[O:10])=[O:9]. (5) Given the reactants [CH3:1][C:2]([NH2:11])([CH3:10])[CH2:3][N:4]1[CH2:9][CH2:8][O:7][CH2:6][CH2:5]1.[C:12](O[C:12]([O:14][C:15]([CH3:18])([CH3:17])[CH3:16])=[O:13])([O:14][C:15]([CH3:18])([CH3:17])[CH3:16])=[O:13], predict the reaction product. The product is: [CH3:10][C:2]([NH:11][C:12](=[O:13])[O:14][C:15]([CH3:18])([CH3:17])[CH3:16])([CH3:1])[CH2:3][N:4]1[CH2:5][CH2:6][O:7][CH2:8][CH2:9]1. (6) The product is: [CH:1]1([N:4]2[C:8]3[C:9]([O:19][C@@H:20]([C@H:22]4[CH2:26][NH:25][C:24](=[O:27])[CH2:23]4)[CH3:21])=[N:10][C:11]([C:33]4[CH:34]=[CH:35][C:36]([O:37][CH3:38])=[C:31]([O:30][CH2:28][CH3:29])[CH:32]=4)=[CH:12][C:7]=3[N:6]=[CH:5]2)[CH2:2][CH2:3]1. Given the reactants [CH:1]1([N:4]2[C:8]3[C:9]([O:19][C@@H:20]([C@H:22]4[CH2:26][NH:25][C:24](=[O:27])[CH2:23]4)[CH3:21])=[N:10][C:11](C4C=CN=CC=4)=[CH:12][C:7]=3[N:6]=[CH:5]2)[CH2:3][CH2:2]1.[CH2:28]([O:30][C:31]1[CH:32]=[C:33](B(O)O)[CH:34]=[CH:35][C:36]=1[O:37][CH3:38])[CH3:29], predict the reaction product. (7) The product is: [Br:26][C:27]1[C:28]([NH:34][CH2:35][C:36]([O-:38])=[O:37])=[N:29][CH:30]=[C:31]([Br:33])[N:32]=1.[Na+:42]. Given the reactants C(N1C2=NC(C3C(C)=NC(C4NC=NN=4)=CC=3)=CN=C2NCC1=O)C.[Br:26][C:27]1[C:28]([NH:34][CH2:35][C:36]([O:38]CC)=[O:37])=[N:29][CH:30]=[C:31]([Br:33])[N:32]=1.[OH-].[Na+:42].O, predict the reaction product.